Predict the reactants needed to synthesize the given product. From a dataset of Full USPTO retrosynthesis dataset with 1.9M reactions from patents (1976-2016). (1) Given the product [OH:33][CH2:32][CH2:31][CH2:30][CH2:29][NH:28][C:23](=[O:25])[C:22]1[CH:21]=[CH:20][C:19]([C:14]2[CH:15]=[CH:16][CH:17]=[CH:18][N:13]=2)=[CH:27][CH:26]=1, predict the reactants needed to synthesize it. The reactants are: C1N=CN(C(N2C=NC=C2)=O)C=1.[N:13]1[CH:18]=[CH:17][CH:16]=[CH:15][C:14]=1[C:19]1[CH:27]=[CH:26][C:22]([C:23]([OH:25])=O)=[CH:21][CH:20]=1.[NH2:28][CH2:29][CH2:30][CH2:31][CH2:32][OH:33]. (2) The reactants are: CCOC(/N=N/C(OCC)=O)=O.C1(C)C=CC=CC=1.[I:20][C:21]1[CH:26]=[CH:25][C:24]([OH:27])=[CH:23][CH:22]=1.[O:28]1[CH2:33][CH2:32][N:31]([CH2:34][CH2:35]O)[CH2:30][CH2:29]1.C1(P(C2C=CC=CC=2)C2C=CC=CC=2)C=CC=CC=1. Given the product [I:20][C:21]1[CH:26]=[CH:25][C:24]([O:27][CH2:35][CH2:34][N:31]2[CH2:32][CH2:33][O:28][CH2:29][CH2:30]2)=[CH:23][CH:22]=1, predict the reactants needed to synthesize it. (3) Given the product [CH:1]1([CH2:7][C:8]([NH:24][C:22]2[CH:21]=[N:20][N:19]([CH2:18][C:17]3[C:13]([CH3:12])=[N:14][O:15][C:16]=3[CH3:25])[CH:23]=2)=[O:10])[CH2:2][CH2:3][CH2:4][CH2:5][CH2:6]1, predict the reactants needed to synthesize it. The reactants are: [CH:1]1([CH2:7][C:8]([OH:10])=O)[CH2:6][CH2:5][CH2:4][CH2:3][CH2:2]1.Cl.[CH3:12][C:13]1[C:17]([CH2:18][N:19]2[CH:23]=[C:22]([NH2:24])[CH:21]=[N:20]2)=[C:16]([CH3:25])[O:15][N:14]=1. (4) Given the product [CH3:1][C:2]([N:3]([CH3:7])[CH3:4])=[O:20].[CH3:39][C:40]([N:36]([CH3:37])[CH3:34])=[O:48], predict the reactants needed to synthesize it. The reactants are: [CH3:1][CH2:2][N:3]([CH:7](C)C)[CH:4](C)C.C(C(C(C)C)([NH-])C)(C)C.C(O)(C(F)(F)F)=[O:20].[O-:48]S(C(F)(F)F)(=O)=O.[C:34]([N+]1[CH:39]=[CH:40][N:36]([CH3:34])[CH:37]=1)([N+:36]1[CH:40]=[CH:39]N(C)[CH:37]=1)=O.[O-:48]S(C(F)(F)F)(=O)=O. (5) Given the product [NH4+:1].[OH-:11].[CH3:12][O:11][CH2:10][CH2:9][N:6]1[CH:5]=[C:4]([CH3:7])[S:3][C:2]1=[NH:1], predict the reactants needed to synthesize it. The reactants are: [NH2:1][C:2]1[S:3][C:4]([CH3:7])=[CH:5][N:6]=1.Br[CH2:9][CH2:10][O:11][CH3:12].